This data is from Forward reaction prediction with 1.9M reactions from USPTO patents (1976-2016). The task is: Predict the product of the given reaction. (1) Given the reactants [F:1][C:2]1[CH:3]=[C:4](I)[CH:5]=[C:6]([O:8][CH:9]([CH3:11])[CH3:10])[CH:7]=1.CC([Si]([S:23][C:24]1[CH:25]=[CH:26][C:27]2[CH:36]3[CH:32]([N:33](C(OC(C)(C)C)=O)[CH2:34][CH2:35]3)[CH2:31][O:30][C:28]=2[CH:29]=1)(C(C)C)C(C)C)C.CC1C=[CH:47][C:48]2[CH:49]=[CH:47][C:48]3[CH:57]=CC(C)=N[C:49]=3[C:57]=2N=1.[F-].[Cs+], predict the reaction product. The product is: [C:48]([CH:35]1[CH2:34][NH:33][CH:32]2[CH2:31][O:30][C:28]3[CH:29]=[C:24]([S:23][C:4]4[CH:5]=[C:6]([O:8][CH:9]([CH3:11])[CH3:10])[CH:7]=[C:2]([F:1])[CH:3]=4)[CH:25]=[CH:26][C:27]=3[CH:36]12)([CH3:49])([CH3:57])[CH3:47]. (2) Given the reactants Cl[C:2]([O:4][CH3:5])=[O:3].[NH2:6][CH2:7][C@@H:8]1[O:12][C:11](=[O:13])[N:10]([C:14]2[CH:25]=[C:24]([F:26])[C:17]3[N:18]([CH3:23])[C:19](=[O:22])[O:20][CH2:21][C:16]=3[CH:15]=2)[CH2:9]1.C(N(CC)C(C)C)(C)C, predict the reaction product. The product is: [F:26][C:24]1[C:17]2[N:18]([CH3:23])[C:19](=[O:22])[O:20][CH2:21][C:16]=2[CH:15]=[C:14]([N:10]2[CH2:9][C@H:8]([CH2:7][NH:6][C:2](=[O:3])[O:4][CH3:5])[O:12][C:11]2=[O:13])[CH:25]=1. (3) The product is: [I:1][C:2]1[CH:3]=[CH:4][C:5]2[N:6]([CH:8]=[C:9]([NH:11][C:12](=[O:14])[CH3:13])[N:10]=2)[N:7]=1. Given the reactants [I:1][C:2]1[CH:3]=[CH:4][C:5]2[N:6]([CH:8]=[C:9]([NH2:11])[N:10]=2)[N:7]=1.[C:12](Cl)(=[O:14])[CH3:13].O, predict the reaction product.